Predict the product of the given reaction. From a dataset of Forward reaction prediction with 1.9M reactions from USPTO patents (1976-2016). (1) Given the reactants [OH:1][C@H:2]([C:25]1[C:26]([CH3:35])=[C:27]2[C:31](=[CH:32][CH:33]=1)[C:30](=[O:34])[O:29][CH2:28]2)[CH2:3][N:4]1[CH2:24][CH2:23][C:7]2([O:11][C:10](=[O:12])[N:9]([C:13]3[CH:18]=C[C:16]([S:19]([CH3:22])(=[O:21])=[O:20])=[CH:15][N:14]=3)[CH2:8]2)[CH2:6][CH2:5]1.CS(C1[N:41]=CC(N2CC3(CCNCC3)OC2=O)=NC=1)(=O)=O.CC1C([C@@H]2CO2)=CC=C2C=1COC2=O, predict the reaction product. The product is: [OH:1][C@H:2]([C:25]1[C:26]([CH3:35])=[C:27]2[C:31](=[CH:32][CH:33]=1)[C:30](=[O:34])[O:29][CH2:28]2)[CH2:3][N:4]1[CH2:5][CH2:6][C:7]2([O:11][C:10](=[O:12])[N:9]([C:13]3[CH:18]=[N:41][C:16]([S:19]([CH3:22])(=[O:20])=[O:21])=[CH:15][N:14]=3)[CH2:8]2)[CH2:23][CH2:24]1. (2) Given the reactants [NH2:1][C:2]1[CH:3]=[C:4](B(O)O)[CH:5]=[CH:6][CH:7]=1.[C:11]([O:15][C:16](=[O:37])[NH:17][C:18]([C:20]1[S:21][C:22]([S:35][CH3:36])=[C:23]([S:25]([C:28]2[CH:33]=[CH:32][CH:31]=[C:30](Br)[CH:29]=2)(=[O:27])=[O:26])[CH:24]=1)=[NH:19])([CH3:14])([CH3:13])[CH3:12].C([O-])([O-])=O.[Na+].[Na+], predict the reaction product. The product is: [C:11]([O:15][C:16](=[O:37])[NH:17][C:18]([C:20]1[S:21][C:22]([S:35][CH3:36])=[C:23]([S:25]([C:28]2[CH:29]=[C:30]([C:4]3[CH:5]=[CH:6][CH:7]=[C:2]([NH2:1])[CH:3]=3)[CH:31]=[CH:32][CH:33]=2)(=[O:27])=[O:26])[CH:24]=1)=[NH:19])([CH3:14])([CH3:13])[CH3:12]. (3) Given the reactants COC(=O)C(NC1C=C(Cl)C=C(Cl)C=1OCC1C=CC=CC=1)=CC([O-])=O.C[O:28][C:29]([C:31]1[CH:40]=[C:39]([OH:41])[C:38]2[C:33](=[C:34]([O:49]CC3C=CC=CC=3)[CH:35]=[C:36]([C:42]3[CH:47]=[CH:46][C:45]([Cl:48])=[CH:44][CH:43]=3)[CH:37]=2)[N:32]=1)=[O:30], predict the reaction product. The product is: [OH:41][C:39]1[C:38]2[C:33](=[C:34]([OH:49])[CH:35]=[C:36]([C:42]3[CH:47]=[CH:46][C:45]([Cl:48])=[CH:44][CH:43]=3)[CH:37]=2)[N:32]=[C:31]([C:29]([OH:30])=[O:28])[CH:40]=1. (4) Given the reactants [Si:1]([O:8][C@H:9]([C:27]([CH3:42])([CH3:41])[C:28](=[O:40])[C@H:29]([CH3:39])[C@@H:30]([OH:38])[C@@H:31]([CH3:37])[CH2:32][CH2:33][CH2:34][CH:35]=[CH2:36])[CH2:10][C:11]([O:13][C@@H:14]([CH2:24][CH:25]=[CH2:26])/[C:15](/[CH3:23])=[CH:16]/[C:17]1[N:18]=[C:19]([CH3:22])[S:20][CH:21]=1)=[O:12])([C:4]([CH3:7])([CH3:6])[CH3:5])([CH3:3])[CH3:2].N1C(C)=CC=CC=1C.[Si:51](OS(C(F)(F)F)(=O)=O)([C:54]([CH3:57])([CH3:56])[CH3:55])([CH3:53])[CH3:52], predict the reaction product. The product is: [Si:1]([O:8][C@H:9]([C:27]([CH3:41])([CH3:42])[C:28](=[O:40])[C@H:29]([CH3:39])[C@@H:30]([O:38][Si:51]([C:54]([CH3:57])([CH3:56])[CH3:55])([CH3:53])[CH3:52])[C@@H:31]([CH3:37])[CH2:32][CH2:33][CH2:34][CH:35]=[CH2:36])[CH2:10][C:11]([O:13][C@@H:14]([CH2:24][CH:25]=[CH2:26])/[C:15](/[CH3:23])=[CH:16]/[C:17]1[N:18]=[C:19]([CH3:22])[S:20][CH:21]=1)=[O:12])([C:4]([CH3:5])([CH3:7])[CH3:6])([CH3:3])[CH3:2]. (5) The product is: [C:16]([O:15][C:13]([N:11]1[C@H:12]([C:5]2[CH:6]=[CH:7][C:2]([F:1])=[CH:3][CH:4]=2)[C@H:8]([C:5]2[CH:6]=[CH:7][C:2]([F:1])=[CH:3][CH:4]=2)[N:9]=[C:10]1[NH:29][CH2:22][C:23]1[CH:28]=[CH:27][CH:26]=[CH:25][CH:24]=1)=[O:14])([CH3:19])([CH3:18])[CH3:17]. Given the reactants [F:1][C:2]1[CH:7]=[CH:6][C:5]([CH:8]2[CH2:12][N:11]([C:13]([O:15][C:16]([CH3:19])([CH3:18])[CH3:17])=[O:14])[C:10](SC)=[N:9]2)=[CH:4][CH:3]=1.[CH2:22]([NH2:29])[C:23]1[CH:28]=[CH:27][CH:26]=[CH:25][CH:24]=1, predict the reaction product. (6) Given the reactants [Cl:1][C:2]1[N:7]=[C:6](Cl)[C:5]([Cl:9])=[CH:4][N:3]=1.[CH3:10][NH:11][CH:12]1[CH2:29][CH2:28][C:15]2([CH2:20][CH2:19][N:18]([C:21]([O:23][C:24]([CH3:27])([CH3:26])[CH3:25])=[O:22])[CH2:17][CH2:16]2)[CH2:14][CH2:13]1.C(N(CC)CC)C, predict the reaction product. The product is: [Cl:1][C:2]1[N:7]=[C:6]([N:11]([CH3:10])[CH:12]2[CH2:29][CH2:28][C:15]3([CH2:20][CH2:19][N:18]([C:21]([O:23][C:24]([CH3:25])([CH3:26])[CH3:27])=[O:22])[CH2:17][CH2:16]3)[CH2:14][CH2:13]2)[C:5]([Cl:9])=[CH:4][N:3]=1. (7) Given the reactants [CH3:1][O:2][CH:3]([CH2:9][C:10]1[CH:15]=[CH:14][C:13]([O:16][CH3:17])=[C:12]([NH:18][C:19](=[O:31])[CH2:20][C:21]2[CH:26]=[CH:25][C:24]([C:27]([F:30])([F:29])[F:28])=[CH:23][CH:22]=2)[CH:11]=1)[C:4]([O:6]CC)=[O:5].[OH-].[Na+], predict the reaction product. The product is: [CH3:1][O:2][CH:3]([CH2:9][C:10]1[CH:15]=[CH:14][C:13]([O:16][CH3:17])=[C:12]([NH:18][C:19](=[O:31])[CH2:20][C:21]2[CH:22]=[CH:23][C:24]([C:27]([F:29])([F:30])[F:28])=[CH:25][CH:26]=2)[CH:11]=1)[C:4]([OH:6])=[O:5]. (8) Given the reactants Br[C:2]1[N:3]=[C:4]2[C:10]([C:11]([NH:13][C:14]([CH3:17])([CH3:16])[CH3:15])=[O:12])=[CH:9][N:8]([CH2:18][O:19][CH2:20][CH2:21][Si:22]([CH3:25])([CH3:24])[CH3:23])[C:5]2=[N:6][CH:7]=1.[CH3:26][C:27]1[N:28]=[CH:29][C:30]([NH2:33])=[N:31][CH:32]=1.C1C=CC(P(C2C(C3C(P(C4C=CC=CC=4)C4C=CC=CC=4)=CC=C4C=3C=CC=C4)=C3C(C=CC=C3)=CC=2)C2C=CC=CC=2)=CC=1.CC(C)([O-])C.[Na+], predict the reaction product. The product is: [C:14]([NH:13][C:11]([C:10]1[C:4]2[C:5](=[N:6][CH:7]=[C:2]([NH:33][C:30]3[CH:29]=[N:28][C:27]([CH3:26])=[CH:32][N:31]=3)[N:3]=2)[N:8]([CH2:18][O:19][CH2:20][CH2:21][Si:22]([CH3:25])([CH3:24])[CH3:23])[CH:9]=1)=[O:12])([CH3:17])([CH3:16])[CH3:15].